This data is from Reaction yield outcomes from USPTO patents with 853,638 reactions. The task is: Predict the reaction yield, written as a fraction of the theoretical maximum amount of product (1.0 means a 100% yield; for example, 0.34 means a 34% yield). (1) The reactants are [O:1]=[C:2]1[C:7]2[CH:8]=[CH:9][CH:10]=[CH:11][C:6]=2[S:5][C:4]([C:12]2[N:17]=[C:16]([C:18]([OH:20])=O)[CH:15]=[CH:14][CH:13]=2)=[N:3]1.[CH3:21][CH2:22][N:23]=C=NCCCN(C)C.C1C=CC2N(O)N=NC=2C=1.CN([CH:45]=[O:46])C. The catalyst is O. The product is [CH3:45][O:46][CH2:21][CH2:22][NH:23][C:18]([C:16]1[CH:15]=[CH:14][CH:13]=[C:12]([C:4]2[S:5][C:6]3[CH:11]=[CH:10][CH:9]=[CH:8][C:7]=3[C:2](=[O:1])[N:3]=2)[N:17]=1)=[O:20]. The yield is 0.400. (2) The yield is 0.880. The reactants are [CH2:1]([O:8][C@H:9]1[C@H:13]2[O:14][CH2:15][C@@:10]1([CH2:34][O:35]S(C)(=O)=O)[O:11][C@H:12]2[N:16]1[CH:24]=[N:23][C:22]2[C:17]1=[N:18][CH:19]=[N:20][C:21]=2[NH:25][C:26](=[O:33])[C:27]1[CH:32]=[CH:31][CH:30]=[CH:29][CH:28]=1)[C:2]1[CH:7]=[CH:6][CH:5]=[CH:4][CH:3]=1.[C:40]([O-])(=[O:47])[C:41]1[CH:46]=[CH:45][CH:44]=[CH:43][CH:42]=1.[Na+]. The catalyst is CN(C=O)C. The product is [CH2:1]([O:8][C@H:9]1[C@H:13]2[O:14][CH2:15][C@@:10]1([CH2:34][O:35][C:40](=[O:47])[C:41]1[CH:46]=[CH:45][CH:44]=[CH:43][CH:42]=1)[O:11][C@H:12]2[N:16]1[CH:24]=[N:23][C:22]2[C:17]1=[N:18][CH:19]=[N:20][C:21]=2[NH:25][C:26](=[O:33])[C:27]1[CH:32]=[CH:31][CH:30]=[CH:29][CH:28]=1)[C:2]1[CH:7]=[CH:6][CH:5]=[CH:4][CH:3]=1. (3) The reactants are [CH3:1][O:2][CH2:3][O:4][C:5]1[CH:10]=[CH:9][C:8](Br)=[C:7]([O:12][CH2:13][O:14][CH3:15])[CH:6]=1.CN(C)CCN(C)C.[Li]CCCC.C[O:30][C:31]1[CH2:35][CH2:34][C:33](=O)[CH:32]=1.Cl. The catalyst is C1COCC1. The product is [CH3:15][O:14][CH2:13][O:12][C:7]1[CH:6]=[C:5]([O:4][CH2:3][O:2][CH3:1])[CH:10]=[CH:9][C:8]=1[C:33]1[CH2:34][CH2:35][C:31](=[O:30])[CH:32]=1. The yield is 0.130. (4) The reactants are [Br:1][C:2]1[CH:3]=[C:4]([N:8]2[C:16]3[C:11](=[CH:12][C:13](I)=[CH:14][CH:15]=3)[C:10]([C:18]([O:20][CH3:21])=[O:19])=[N:9]2)[CH:5]=[CH:6][CH:7]=1.[CH3:22][C:23]1[N:24]=[CH:25][NH:26][CH:27]=1.CN[C@@H]1CCCC[C@H]1NC.C(=O)([O-])[O-].[Cs+].[Cs+].CN(C=O)C. No catalyst specified. The product is [Br:1][C:2]1[CH:3]=[C:4]([N:8]2[C:16]3[C:11](=[CH:12][C:13]([N:26]4[CH:27]=[C:23]([CH3:22])[N:24]=[CH:25]4)=[CH:14][CH:15]=3)[C:10]([C:18]([O:20][CH3:21])=[O:19])=[N:9]2)[CH:5]=[CH:6][CH:7]=1. The yield is 0.210. (5) The reactants are Br[C:2]1[CH:10]=[CH:9][CH:8]=[C:7]2[C:3]=1[C:4]1([C:16]3=[CH:17][C:18]4[O:19][CH2:20][CH2:21][O:22][C:23]=4[CH:24]=[C:15]3[O:14][CH2:13]1)[C:5](=[O:12])[N:6]2[CH3:11].[CH3:25][O:26][C:27]1[CH:32]=[CH:31][C:30]([OH:33])=[CH:29][CH:28]=1.CC(C)([O-])C.[K+].CN1CCCC1=O. The catalyst is [Cu]Br.O. The product is [CH3:25][O:26][C:27]1[CH:32]=[CH:31][C:30]([O:33][C:2]2[CH:10]=[CH:9][CH:8]=[C:7]3[C:3]=2[C:4]2([C:16]4[C:15](=[CH:24][C:23]5[O:22][CH2:21][CH2:20][O:19][C:18]=5[CH:17]=4)[O:14][CH2:13]2)[C:5](=[O:12])[N:6]3[CH3:11])=[CH:29][CH:28]=1. The yield is 0.390.